Dataset: Forward reaction prediction with 1.9M reactions from USPTO patents (1976-2016). Task: Predict the product of the given reaction. (1) Given the reactants [N:1]([C:8]([O:10][C:11]([CH3:14])([CH3:13])[CH3:12])=[O:9])([CH3:7])[C@H:2]([C:4]([OH:6])=O)[CH3:3].C(Cl)CCl.C1C=NC2N(O)N=NC=2C=1.Cl.[CH3:30][O:31][C:32](=[O:43])[C@H:33]([CH2:35][C:36]1[CH:41]=[CH:40][C:39]([OH:42])=[CH:38][CH:37]=1)[NH2:34].CN1CCOCC1, predict the reaction product. The product is: [C:11]([O:10][C:8]([N:1]([CH3:7])[C@@H:2]([CH3:3])[C:4]([NH:34][C@@H:33]([CH2:35][C:36]1[CH:37]=[CH:38][C:39]([OH:42])=[CH:40][CH:41]=1)[C:32]([O:31][CH3:30])=[O:43])=[O:6])=[O:9])([CH3:14])([CH3:13])[CH3:12]. (2) Given the reactants Cl.[CH2:2]([O:9][C:10](=[O:16])[C@H:11]1[CH2:15][CH2:14][CH2:13][NH:12]1)[C:3]1[CH:8]=[CH:7][CH:6]=[CH:5][CH:4]=1.[C:17]1([CH2:27][C:28]([OH:30])=O)[CH:22]=[CH:21][CH:20]=[C:19]([CH2:23][C:24]([OH:26])=O)[CH:18]=1, predict the reaction product. The product is: [CH2:2]([O:9][C:10]([C@H:11]1[CH2:15][CH2:14][CH2:13][N:12]1[C:24](=[O:26])[CH2:23][C:19]1[CH:20]=[CH:21][CH:22]=[C:17]([CH2:27][C:28]([N:12]2[CH2:13][CH2:14][CH2:15][C@@H:11]2[C:10]([O:9][CH2:2][C:3]2[CH:8]=[CH:7][CH:6]=[CH:5][CH:4]=2)=[O:16])=[O:30])[CH:18]=1)=[O:16])[C:3]1[CH:4]=[CH:5][CH:6]=[CH:7][CH:8]=1. (3) Given the reactants [CH2:1]([Mg]Br)[CH3:2].CO[C:7](=[O:15])[C:8]1[CH:13]=[CH:12][C:11]([Br:14])=[CH:10][CH:9]=1.[Cl-].[NH4+].O1CC[CH2:20][CH2:19]1, predict the reaction product. The product is: [Br:14][C:11]1[CH:10]=[CH:9][C:8]([C:7]([OH:15])([CH2:1][CH3:2])[CH2:19][CH3:20])=[CH:13][CH:12]=1. (4) Given the reactants [F:1][C:2]([F:15])([F:14])[O:3][C:4]1[CH:13]=[CH:12][C:7]2[NH:8][C:9](=O)[NH:10][C:6]=2[CH:5]=1.C(=O)([O-])[O-].[K+].[K+].P(Cl)(Cl)([Cl:24])=O, predict the reaction product. The product is: [Cl:24][C:9]1[NH:8][C:7]2[CH:12]=[CH:13][C:4]([O:3][C:2]([F:15])([F:14])[F:1])=[CH:5][C:6]=2[N:10]=1.